From a dataset of Reaction yield outcomes from USPTO patents with 853,638 reactions. Predict the reaction yield, written as a fraction of the theoretical maximum amount of product (1.0 means a 100% yield; for example, 0.34 means a 34% yield). The reactants are [CH3:1][C:2]1[C:3]([CH:11]=[C:12]([CH3:14])[CH3:13])=[C:4]([CH:8]=[CH:9][CH:10]=1)[C:5]([OH:7])=[O:6]. The catalyst is CO.[Pd]. The product is [CH2:11]([C:3]1[C:2]([CH3:1])=[CH:10][CH:9]=[CH:8][C:4]=1[C:5]([OH:7])=[O:6])[CH:12]([CH3:14])[CH3:13]. The yield is 0.900.